Dataset: Forward reaction prediction with 1.9M reactions from USPTO patents (1976-2016). Task: Predict the product of the given reaction. Given the reactants [NH2:1][C:2]1[CH:10]=[N:9][CH:8]=[CH:7][C:3]=1[C:4]([OH:6])=O.[NH2:11][C:12](N)=[S:13], predict the reaction product. The product is: [S:13]=[C:12]1[NH:1][C:2]2[CH:10]=[N:9][CH:8]=[CH:7][C:3]=2[C:4](=[O:6])[NH:11]1.